Dataset: NCI-60 drug combinations with 297,098 pairs across 59 cell lines. Task: Regression. Given two drug SMILES strings and cell line genomic features, predict the synergy score measuring deviation from expected non-interaction effect. (1) Drug 1: CC(C1=C(C=CC(=C1Cl)F)Cl)OC2=C(N=CC(=C2)C3=CN(N=C3)C4CCNCC4)N. Drug 2: C1=NC2=C(N1)C(=S)N=CN2. Cell line: SK-MEL-5. Synergy scores: CSS=-1.02, Synergy_ZIP=1.30, Synergy_Bliss=-7.65, Synergy_Loewe=-21.3, Synergy_HSA=-12.4. (2) Cell line: MDA-MB-435. Synergy scores: CSS=21.8, Synergy_ZIP=-5.22, Synergy_Bliss=-1.88, Synergy_Loewe=3.46, Synergy_HSA=0.0979. Drug 2: CC1=C(C(=O)C2=C(C1=O)N3CC4C(C3(C2COC(=O)N)OC)N4)N. Drug 1: CC1=C(N=C(N=C1N)C(CC(=O)N)NCC(C(=O)N)N)C(=O)NC(C(C2=CN=CN2)OC3C(C(C(C(O3)CO)O)O)OC4C(C(C(C(O4)CO)O)OC(=O)N)O)C(=O)NC(C)C(C(C)C(=O)NC(C(C)O)C(=O)NCCC5=NC(=CS5)C6=NC(=CS6)C(=O)NCCC[S+](C)C)O. (3) Drug 1: CC1C(C(CC(O1)OC2CC(CC3=C2C(=C4C(=C3O)C(=O)C5=C(C4=O)C(=CC=C5)OC)O)(C(=O)C)O)N)O.Cl. Drug 2: CC1=C2C(C(=O)C3(C(CC4C(C3C(C(C2(C)C)(CC1OC(=O)C(C(C5=CC=CC=C5)NC(=O)C6=CC=CC=C6)O)O)OC(=O)C7=CC=CC=C7)(CO4)OC(=O)C)O)C)OC(=O)C. Cell line: U251. Synergy scores: CSS=47.7, Synergy_ZIP=-3.36, Synergy_Bliss=-5.05, Synergy_Loewe=-8.45, Synergy_HSA=-2.52. (4) Drug 1: CC1C(C(CC(O1)OC2CC(CC3=C2C(=C4C(=C3O)C(=O)C5=C(C4=O)C(=CC=C5)OC)O)(C(=O)CO)O)N)O.Cl. Drug 2: B(C(CC(C)C)NC(=O)C(CC1=CC=CC=C1)NC(=O)C2=NC=CN=C2)(O)O. Cell line: COLO 205. Synergy scores: CSS=57.3, Synergy_ZIP=-2.92, Synergy_Bliss=-1.13, Synergy_Loewe=1.43, Synergy_HSA=1.43. (5) Drug 2: C1=CC(=CC=C1C#N)C(C2=CC=C(C=C2)C#N)N3C=NC=N3. Synergy scores: CSS=12.5, Synergy_ZIP=-2.86, Synergy_Bliss=4.15, Synergy_Loewe=5.45, Synergy_HSA=5.51. Cell line: RXF 393. Drug 1: CCCS(=O)(=O)NC1=C(C(=C(C=C1)F)C(=O)C2=CNC3=C2C=C(C=N3)C4=CC=C(C=C4)Cl)F. (6) Drug 1: CCN(CC)CCNC(=O)C1=C(NC(=C1C)C=C2C3=C(C=CC(=C3)F)NC2=O)C. Drug 2: CN(CCCl)CCCl.Cl. Cell line: PC-3. Synergy scores: CSS=14.7, Synergy_ZIP=-6.29, Synergy_Bliss=-2.52, Synergy_Loewe=-4.04, Synergy_HSA=-1.38.